From a dataset of Catalyst prediction with 721,799 reactions and 888 catalyst types from USPTO. Predict which catalyst facilitates the given reaction. (1) Reactant: [OH:1][C:2]1[CH:7]=[CH:6][CH:5]=[CH:4][C:3]=1[N:8]1[CH2:13][CH2:12][N:11](C(OC(C)(C)C)=O)[CH2:10][CH2:9]1.O(C(C)(C)C)[Na].Br[CH2:28][CH2:29][O:30][C:31]1[CH:36]=[CH:35][CH:34]=[CH:33][CH:32]=1.[ClH:37]. Product: [ClH:37].[O:30]([CH2:29][CH2:28][O:1][C:2]1[CH:7]=[CH:6][CH:5]=[CH:4][C:3]=1[N:8]1[CH2:9][CH2:10][NH:11][CH2:12][CH2:13]1)[C:31]1[CH:36]=[CH:35][CH:34]=[CH:33][CH:32]=1. The catalyst class is: 57. (2) Reactant: [C:1]([Cl:5])(Cl)(Cl)[Cl:2].C1(P(C2C=CC=CC=2)C2C=CC=CC=2)C=CC=CC=1.[Cl:25][C:26]1[CH:31]=[C:30]([Cl:32])[C:29]([O:33][CH3:34])=[CH:28][C:27]=1[C:35](=O)[C:36]([O:38][CH2:39][CH3:40])=[O:37]. The catalyst class is: 4. Product: [Cl:2][C:1]([Cl:5])=[C:35]([C:27]1[CH:28]=[C:29]([O:33][CH3:34])[C:30]([Cl:32])=[CH:31][C:26]=1[Cl:25])[C:36]([O:38][CH2:39][CH3:40])=[O:37]. (3) Reactant: Br[Zn][CH2:3][C:4]([O:6][CH2:7][CH3:8])=[O:5].[F:9][C:10]1[CH:17]=[CH:16][CH:15]=[CH:14][C:11]=1[C:12]#N.Cl.C(OCC)(=[O:21])C. Product: [F:9][C:10]1[CH:17]=[CH:16][CH:15]=[CH:14][C:11]=1[C:12](=[O:21])[CH2:3][C:4]([O:6][CH2:7][CH3:8])=[O:5]. The catalyst class is: 1. (4) Reactant: [CH2:1]([N:8]1[CH2:12][CH:11]([C:13]2[S:14][CH:15]=[C:16]([Br:18])[CH:17]=2)[CH:10]([C:19](Cl)=[O:20])[CH2:9]1)[C:2]1[CH:7]=[CH:6][CH:5]=[CH:4][CH:3]=1.[Al+3].[Cl-].[Cl-].[Cl-]. Product: [CH2:1]([N:8]1[CH2:12][CH:11]2[CH:10]([C:19](=[O:20])[C:17]3[C:16]([Br:18])=[CH:15][S:14][C:13]=32)[CH2:9]1)[C:2]1[CH:7]=[CH:6][CH:5]=[CH:4][CH:3]=1. The catalyst class is: 2.